This data is from Reaction yield outcomes from USPTO patents with 853,638 reactions. The task is: Predict the reaction yield, written as a fraction of the theoretical maximum amount of product (1.0 means a 100% yield; for example, 0.34 means a 34% yield). The reactants are [S:1]([N:11]1[C:19]2[C:14](=[CH:15][CH:16]=[CH:17][CH:18]=2)[C:13]([CH2:20][N:21]2[CH2:26][CH2:25][CH2:24][C:23]3([CH2:31][CH2:30][NH:29][CH2:28][CH2:27]3)[C:22]2=[O:32])=[CH:12]1)([C:4]1[CH:10]=[CH:9][C:7]([CH3:8])=[CH:6][CH:5]=1)(=[O:3])=[O:2].Br[C:34]1[CH:35]=[N:36][C:37]2[C:42]([CH:43]=1)=[CH:41][CH:40]=[CH:39][CH:38]=2.C([O-])(C)(C)C.[Na+].C1(P(C2CCCCC2)C2C=CC=CC=2C2C=CC=CC=2N(C)C)CCCCC1. The catalyst is C1C=CC(/C=C/C(/C=C/C2C=CC=CC=2)=O)=CC=1.C1C=CC(/C=C/C(/C=C/C2C=CC=CC=2)=O)=CC=1.C1C=CC(/C=C/C(/C=C/C2C=CC=CC=2)=O)=CC=1.[Pd].[Pd].O1CCOCC1. The product is [N:36]1[C:37]2[C:42](=[CH:41][CH:40]=[CH:39][CH:38]=2)[CH:43]=[C:34]([N:29]2[CH2:30][CH2:31][C:23]3([C:22](=[O:32])[N:21]([CH2:20][C:13]4[C:14]5[C:19](=[CH:18][CH:17]=[CH:16][CH:15]=5)[N:11]([S:1]([C:4]5[CH:10]=[CH:9][C:7]([CH3:8])=[CH:6][CH:5]=5)(=[O:2])=[O:3])[CH:12]=4)[CH2:26][CH2:25][CH2:24]3)[CH2:27][CH2:28]2)[CH:35]=1. The yield is 0.680.